Dataset: Full USPTO retrosynthesis dataset with 1.9M reactions from patents (1976-2016). Task: Predict the reactants needed to synthesize the given product. (1) Given the product [C:1]1([N:7]2[C:11]([C:12]3[CH:17]=[CH:16][CH:15]=[C:14]([CH2:18][CH2:19][CH3:20])[CH:13]=3)=[CH:10][C:9]([NH2:21])=[N:8]2)[CH:6]=[CH:5][CH:4]=[CH:3][CH:2]=1, predict the reactants needed to synthesize it. The reactants are: [C:1]1([N:7]2[CH:11]([C:12]3[CH:17]=[CH:16][CH:15]=[C:14]([CH2:18][CH2:19][CH3:20])[CH:13]=3)[CH2:10][C:9]([NH2:21])=[N:8]2)[CH:6]=[CH:5][CH:4]=[CH:3][CH:2]=1. (2) The reactants are: [C:1]([OH:10])(=[O:9])[CH2:2][CH2:3][CH2:4][CH2:5][C:6]([OH:8])=[O:7].C(O)C[OH:13]. Given the product [CH2:4]([CH2:3][OH:13])[CH2:5][CH2:6][OH:8].[C:1]([OH:10])(=[O:9])[CH2:2][CH2:3][CH2:4][CH2:5][C:6]([OH:8])=[O:7], predict the reactants needed to synthesize it.